This data is from Catalyst prediction with 721,799 reactions and 888 catalyst types from USPTO. The task is: Predict which catalyst facilitates the given reaction. (1) Reactant: CCN(C(C)C)C(C)C.[C:10]([O:14][C:15]([NH:17][C@@H:18]([CH3:22])[C:19]([OH:21])=O)=[O:16])([CH3:13])([CH3:12])[CH3:11].CN(C(ON1N=NC2C=CC=CC1=2)=[N+](C)C)C.[B-](F)(F)(F)F.Cl.[NH:46]1[CH2:49][CH:48]([OH:50])[CH2:47]1.C([O-])(O)=O.[Na+]. Product: [OH:50][CH:48]1[CH2:49][N:46]([C:19](=[O:21])[C@@H:18]([NH:17][C:15](=[O:16])[O:14][C:10]([CH3:11])([CH3:12])[CH3:13])[CH3:22])[CH2:47]1. The catalyst class is: 2. (2) Reactant: [OH:1][C:2]1[C:3]2[N:4]([C:9]([C:13]([O:15][CH2:16][CH3:17])=[O:14])=[C:10]([CH3:12])[N:11]=2)[CH:5]=[C:6]([CH3:8])[CH:7]=1.[F:18][C:19]1[CH:26]=[CH:25][CH:24]=[C:23]([F:27])[C:20]=1[CH2:21]Br.C(=O)([O-])[O-].[Cs+].[Cs+].[Cl-].[Na+]. Product: [F:18][C:19]1[CH:26]=[CH:25][CH:24]=[C:23]([F:27])[C:20]=1[CH2:21][O:1][C:2]1[C:3]2[N:4]([C:9]([C:13]([O:15][CH2:16][CH3:17])=[O:14])=[C:10]([CH3:12])[N:11]=2)[CH:5]=[C:6]([CH3:8])[CH:7]=1. The catalyst class is: 3. (3) Reactant: [OH:1][C:2]1([C:20]2[CH:25]=[CH:24][C:23]([CH:26]([CH3:28])[CH3:27])=[CH:22][C:21]=2[O:29][CH3:30])[C:10](=[O:11])[C:9]2[C:4](=[CH:5][CH:6]=[C:7]([N+:16]([O-])=O)[C:8]=2[NH:12][C:13](=[O:15])[CH3:14])[C:3]1=[O:19].Cl.O. Product: [NH2:16][C:7]1[C:8]([NH:12][C:13](=[O:15])[CH3:14])=[C:9]2[C:4](=[CH:5][CH:6]=1)[C:3](=[O:19])[C:2]([OH:1])([C:20]1[CH:25]=[CH:24][C:23]([CH:26]([CH3:27])[CH3:28])=[CH:22][C:21]=1[O:29][CH3:30])[C:10]2=[O:11]. The catalyst class is: 186. (4) Reactant: [CH2:1]([O:8][C:9]1[CH:17]=[CH:16][C:12]([C:13]([OH:15])=O)=[CH:11][CH:10]=1)[C:2]1[CH:7]=[CH:6][CH:5]=[CH:4][CH:3]=1.Cl.[CH3:19][O:20][C:21](=[O:25])[CH2:22][CH2:23][NH2:24].C(N(CC)CC)C.CCN=C=NCCCN(C)C. Product: [CH3:19][O:20][C:21](=[O:25])[CH2:22][CH2:23][NH:24][C:13](=[O:15])[C:12]1[CH:11]=[CH:10][C:9]([O:8][CH2:1][C:2]2[CH:3]=[CH:4][CH:5]=[CH:6][CH:7]=2)=[CH:17][CH:16]=1. The catalyst class is: 64. (5) Reactant: [OH:1][C:2]1[C:3]2[CH:14]=[CH:13][CH:12]=[CH:11][C:4]=2[S:5][C:6]=1[C:7]([O:9][CH3:10])=[O:8].[CH2:15](I)[CH3:16].C(=O)([O-])[O-].[K+].[K+].CN(C)C=O. Product: [CH2:15]([O:1][C:2]1[C:3]2[CH:14]=[CH:13][CH:12]=[CH:11][C:4]=2[S:5][C:6]=1[C:7]([O:9][CH3:10])=[O:8])[CH3:16]. The catalyst class is: 310. (6) Reactant: Cl.[NH2:2][CH2:3][C:4](=[O:9])[C:5]([CH3:8])([CH3:7])[CH3:6].C(N(CC)C(C)C)(C)C.Cl[C:20](=[O:26])[C:21]([O:23][CH2:24][CH3:25])=[O:22]. Product: [CH2:24]([O:23][C:21](=[O:22])[C:20]([NH:2][CH2:3][C:4](=[O:9])[C:5]([CH3:8])([CH3:7])[CH3:6])=[O:26])[CH3:25]. The catalyst class is: 2. (7) Reactant: [CH3:1][C:2]1[CH:7]=[CH:6][CH:5]=[C:4]([CH3:8])[C:3]=1[N:9]=[C:10]([C:12]1[CH:17]=[CH:16][CH:15]=[C:14]([C:18](=[N:20][C:21]2[CH:26]=[CH:25][CH:24]=[CH:23][C:22]=2[CH3:27])[CH3:19])[N:13]=1)[CH3:11].[Fe:28]([Cl:30])[Cl:29]. Product: [Fe:28]([Cl:30])[Cl:29].[CH3:8][C:4]1[CH:5]=[CH:6][CH:7]=[C:2]([CH3:1])[C:3]=1[N:9]=[C:10]([C:12]1[CH:17]=[CH:16][CH:15]=[C:14]([C:18](=[N:20][C:21]2[CH:26]=[CH:25][CH:24]=[CH:23][C:22]=2[CH3:27])[CH3:19])[N:13]=1)[CH3:11]. The catalyst class is: 1. (8) Reactant: [CH3:1][C:2]([C:29]1[CH:34]=[CH:33][CH:32]=[CH:31][CH:30]=1)([CH3:28])[CH2:3][N:4]1[CH2:8][CH2:7][C@@H:6]([NH:9][C:10]2[N:11]=[CH:12][C:13](/[CH:16]=[CH:17]/[C:18]([NH:20][O:21]C3CCCCO3)=[O:19])=[N:14][CH:15]=2)[CH2:5]1.[ClH:35].CC(C)=O. The catalyst class is: 14. Product: [ClH:35].[ClH:35].[OH:21][NH:20][C:18](=[O:19])/[CH:17]=[CH:16]/[C:13]1[CH:12]=[N:11][C:10]([NH:9][C@@H:6]2[CH2:7][CH2:8][N:4]([CH2:3][C:2]([CH3:1])([C:29]3[CH:30]=[CH:31][CH:32]=[CH:33][CH:34]=3)[CH3:28])[CH2:5]2)=[CH:15][N:14]=1. (9) Reactant: [NH2:1][C:2]1[CH:10]=[C:9]([Br:11])[C:8]([F:12])=[CH:7][C:3]=1[C:4]([OH:6])=[O:5].[N:13]([O-])=O.[Na+].O.O.[Sn](Cl)[Cl:20]. Product: [ClH:20].[Br:11][C:9]1[C:8]([F:12])=[CH:7][C:3]([C:4]([OH:6])=[O:5])=[C:2]([NH:1][NH2:13])[CH:10]=1. The catalyst class is: 126. (10) Reactant: Cl.[Br:2][C:3]1[CH:4]=[CH:5][C:6]([NH:12][NH2:13])=[C:7]([CH:11]=1)[C:8]([OH:10])=[O:9].[CH2:14]([O:16][C:17](=[O:24])[C:18](=O)[CH2:19][C:20](=O)[CH3:21])[CH3:15]. Product: [Br:2][C:3]1[CH:4]=[CH:5][C:6]([N:12]2[C:20]([CH3:21])=[CH:19][C:18]([C:17]([O:16][CH2:14][CH3:15])=[O:24])=[N:13]2)=[C:7]([CH:11]=1)[C:8]([OH:10])=[O:9]. The catalyst class is: 52.